This data is from Forward reaction prediction with 1.9M reactions from USPTO patents (1976-2016). The task is: Predict the product of the given reaction. (1) Given the reactants Br[C:2]1[CH:3]=[N:4][CH:5]=[C:6]([C:8]([CH3:16])([CH3:15])[CH2:9][O:10][C:11]([F:14])([F:13])[F:12])[CH:7]=1.[B:17]1(B2OC(C)(C)C(C)(C)O2)[O:21]C(C)(C)C(C)(C)[O:18]1.C1(P(C2CCCCC2)C2CCCCC2)CCCCC1.C([O-])(=O)C.[K+], predict the reaction product. The product is: [CH3:15][C:8]([C:6]1[CH:7]=[C:2]([B:17]([OH:21])[OH:18])[CH:3]=[N:4][CH:5]=1)([CH3:16])[CH2:9][O:10][C:11]([F:14])([F:13])[F:12]. (2) The product is: [CH3:1][O:2][C:3]1[CH:12]=[C:11]2[C:6](=[CH:5][CH:4]=1)[CH2:7][CH:8]([C:13]1[CH:18]=[CH:17][CH:16]=[CH:15][C:14]=1[NH2:19])[CH2:9][CH2:10]2. Given the reactants [CH3:1][O:2][C:3]1[CH:12]=[C:11]2[C:6]([CH:7]=[C:8]([C:13]3[CH:18]=[CH:17][CH:16]=[CH:15][C:14]=3[N+:19]([O-])=O)[CH2:9][CH2:10]2)=[CH:5][CH:4]=1.Cl, predict the reaction product. (3) Given the reactants [CH2:1]([SH:8])[C:2]1[CH:7]=[CH:6][CH:5]=[CH:4][CH:3]=1.[OH-].[Na+].[Br:11][C:12]1[CH:17]=[CH:16][C:15]([C:18]2[O:22][N:21]=[C:20]([CH3:23])[C:19]=2[CH2:24][CH2:25]OS(C)(=O)=O)=[CH:14][CH:13]=1, predict the reaction product. The product is: [CH2:1]([S:8][CH2:25][CH2:24][C:19]1[C:20]([CH3:23])=[N:21][O:22][C:18]=1[C:15]1[CH:16]=[CH:17][C:12]([Br:11])=[CH:13][CH:14]=1)[C:2]1[CH:7]=[CH:6][CH:5]=[CH:4][CH:3]=1. (4) Given the reactants [Cl:1][C:2]1[CH:3]=[CH:4][C:5]2[N:11]3[CH:12]=[CH:13][CH:14]=[C:10]3[C@@H:9]([CH2:15][C:16]([N:18]3[CH2:23][CH2:22][CH2:21][C@H:20]([C:24]([O:26]CC)=[O:25])[CH2:19]3)=[O:17])[O:8][C@H:7]([C:29]3[CH:34]=[CH:33][CH:32]=[C:31]([O:35][CH3:36])[C:30]=3[O:37][CH3:38])[C:6]=2[CH:39]=1.C(=O)([O-])[O-].[K+].[K+].Cl.C(OCC)(=O)C, predict the reaction product. The product is: [Cl:1][C:2]1[CH:3]=[CH:4][C:5]2[N:11]3[CH:12]=[CH:13][CH:14]=[C:10]3[C@@H:9]([CH2:15][C:16]([N:18]3[CH2:23][CH2:22][CH2:21][C@H:20]([C:24]([OH:26])=[O:25])[CH2:19]3)=[O:17])[O:8][C@H:7]([C:29]3[CH:34]=[CH:33][CH:32]=[C:31]([O:35][CH3:36])[C:30]=3[O:37][CH3:38])[C:6]=2[CH:39]=1.